From a dataset of HIV replication inhibition screening data with 41,000+ compounds from the AIDS Antiviral Screen. Binary Classification. Given a drug SMILES string, predict its activity (active/inactive) in a high-throughput screening assay against a specified biological target. (1) The molecule is CCC1(c2ccc(OC)c(OC)c2)CCN2C(=O)C(O)CC21. The result is 0 (inactive). (2) The compound is Cc1cccc(NC(=O)C(=O)C(C(=O)c2ccc3ccccc3c2)C2OC(=O)c3ccccc32)c1C. The result is 0 (inactive). (3) The molecule is C[N+]1=[O+][Cu-5]2345[O+]=[N+](C)[N-]N2c2ccccc2[S+]3CC[S+]4c2ccccc2N5[N-]1. The result is 0 (inactive). (4) The result is 0 (inactive). The drug is C=CCCC(O)c1cc(C)c(O)c(C)c1.